Dataset: HIV replication inhibition screening data with 41,000+ compounds from the AIDS Antiviral Screen. Task: Binary Classification. Given a drug SMILES string, predict its activity (active/inactive) in a high-throughput screening assay against a specified biological target. (1) The molecule is CCOC(=O)N1c2c(ccn2C)-c2ccn(C)c2N1C(=O)OCC. The result is 0 (inactive). (2) The molecule is CCOC(=O)C1=C(C)NC(=O)NC1c1ccccc1. The result is 0 (inactive). (3) The compound is COc1ccc(C(C)=NN=Cc2cc(OC)c(OC)c(OC)c2)cc1. The result is 0 (inactive). (4) The molecule is C(=CCSc1ccccc1)CSc1ccccc1. The result is 0 (inactive).